This data is from Full USPTO retrosynthesis dataset with 1.9M reactions from patents (1976-2016). The task is: Predict the reactants needed to synthesize the given product. (1) Given the product [CH3:1][O:2][C:3]1[CH:4]=[C:5]2[C:10](=[CH:11][C:12]=1[O:13][CH3:14])[N:9]=[CH:8][N:7]=[C:6]2[O:15][C:16]1[CH:22]=[CH:21][C:19]([NH:20][C:34]([N:51]2[CH2:52][CH2:53][N:48]([C:42]3[CH:47]=[CH:46][CH:45]=[CH:44][CH:43]=3)[CH2:49][CH2:50]2)=[O:40])=[CH:18][CH:17]=1, predict the reactants needed to synthesize it. The reactants are: [CH3:1][O:2][C:3]1[CH:4]=[C:5]2[C:10](=[CH:11][C:12]=1[O:13][CH3:14])[N:9]=[CH:8][N:7]=[C:6]2[O:15][C:16]1[CH:22]=[CH:21][C:19]([NH2:20])=[CH:18][CH:17]=1.C(N(CC)CC)C.ClC(Cl)(O[C:34](=[O:40])OC(Cl)(Cl)Cl)Cl.[C:42]1([N:48]2[CH2:53][CH2:52][NH:51][CH2:50][CH2:49]2)[CH:47]=[CH:46][CH:45]=[CH:44][CH:43]=1. (2) Given the product [CH3:1][C:2]1[CH:10]=[C:9]([CH3:11])[CH:8]=[CH:7][C:3]=1[C:4]([O:6][CH3:12])=[O:5], predict the reactants needed to synthesize it. The reactants are: [CH3:1][C:2]1[CH:10]=[C:9]([CH3:11])[CH:8]=[CH:7][C:3]=1[C:4]([OH:6])=[O:5].[C:12](Cl)(=O)C(Cl)=O. (3) Given the product [F:23][C:24]([F:37])([F:36])[S:25]([O:16][C:3]1[C:2]([Br:1])=[CH:11][C:10]2[C:5](=[CH:6][C:7]([Br:14])=[C:8]([O:13][S:25]([C:24]([F:23])([F:36])[F:37])(=[O:26])=[O:27])[C:9]=2[CH3:12])[C:4]=1[CH3:15])(=[O:27])=[O:26], predict the reactants needed to synthesize it. The reactants are: [Br:1][C:2]1[C:3]([OH:16])=[C:4]([CH3:15])[C:5]2[C:10]([CH:11]=1)=[C:9]([CH3:12])[C:8]([OH:13])=[C:7]([Br:14])[CH:6]=2.N1C=CC=CC=1.[F:23][C:24]([F:37])([F:36])[S:25](O[S:25]([C:24]([F:37])([F:36])[F:23])(=[O:27])=[O:26])(=[O:27])=[O:26].Cl. (4) Given the product [CH3:1][O:2][C:3]1[CH:8]=[C:7]([CH:6]=[C:5]([CH2:12][O:13][CH3:14])[CH:4]=1)[NH2:9], predict the reactants needed to synthesize it. The reactants are: [CH3:1][O:2][C:3]1[CH:8]=[C:7]([N+:9]([O-])=O)[CH:6]=[C:5]([CH2:12][O:13][CH3:14])[CH:4]=1.